Regression/Classification. Given a drug SMILES string, predict its absorption, distribution, metabolism, or excretion properties. Task type varies by dataset: regression for continuous measurements (e.g., permeability, clearance, half-life) or binary classification for categorical outcomes (e.g., BBB penetration, CYP inhibition). Dataset: cyp2c19_veith. From a dataset of CYP2C19 inhibition data for predicting drug metabolism from PubChem BioAssay. The drug is COC(=O)[C@@]1(Cc2ccc(F)cc2)[C@H]2c3cc(C(=O)N4CCCC4)n(CCc4c[nH]c5cc(F)ccc45)c3C[C@H]2CN1C(=O)c1ccccc1. The result is 1 (inhibitor).